Dataset: Forward reaction prediction with 1.9M reactions from USPTO patents (1976-2016). Task: Predict the product of the given reaction. (1) Given the reactants [Si]([O:8][C@H:9]1[CH2:32][CH2:31][C@@:30]2([CH3:33])[C@@H:11]([CH2:12][CH2:13][C:14]3[C:15]4[C@:26]([CH3:34])([CH2:27][CH2:28][C:29]=32)[C@@H:18]([C@H:19]([CH3:25])[CH2:20][CH2:21][C:22](O)=[O:23])[CH2:17][CH:16]=4)[C:10]1([CH3:36])[CH3:35])(C(C)(C)C)(C)C.[NH3:37].C(O)C.Cl, predict the reaction product. The product is: [OH:8][C@H:9]1[CH2:32][CH2:31][C@@:30]2([CH3:33])[C@@H:11]([CH2:12][CH2:13][C:14]3[C:15]4[C@:26]([CH3:34])([CH2:27][CH2:28][C:29]=32)[C@@H:18]([C@H:19]([CH3:25])[CH2:20][CH2:21][C:22]([NH2:37])=[O:23])[CH2:17][CH:16]=4)[C:10]1([CH3:36])[CH3:35]. (2) Given the reactants [NH2:1][C:2]1[CH:10]=[CH:9][C:5]([C:6]([OH:8])=O)=[CH:4][C:3]=1[N+:11]([O-:13])=[O:12].C1C=CC2N(O)N=NC=2C=1.CCN=C=NCCCN(C)C.[CH3:35][C:36]1[CH:37]=[C:38]([NH2:43])[CH:39]=[CH:40][C:41]=1[CH3:42].CCN(C(C)C)C(C)C, predict the reaction product. The product is: [NH2:1][C:2]1[CH:10]=[CH:9][C:5]([C:6]([NH:43][C:38]2[CH:39]=[CH:40][C:41]([CH3:42])=[C:36]([CH3:35])[CH:37]=2)=[O:8])=[CH:4][C:3]=1[N+:11]([O-:13])=[O:12].